Dataset: Reaction yield outcomes from USPTO patents with 853,638 reactions. Task: Predict the reaction yield, written as a fraction of the theoretical maximum amount of product (1.0 means a 100% yield; for example, 0.34 means a 34% yield). (1) The reactants are [CH3:1][N:2]([S:23]([C:26]1[CH:27]=[N:28][CH:29]=[CH:30][CH:31]=1)(=[O:25])=[O:24])[C:3]1[CH:4]=[CH:5][CH:6]=[C:7]2[C:11]=1[NH:10][C:9]([C:12]1[S:13][CH:14]([CH2:17][C:18](OCC)=[O:19])[CH2:15][N:16]=1)=[CH:8]2.[OH-].[Na+].C(O)(=O)CC(CC(O)=O)(C(O)=O)O.Cl.C[N:49](C)CCCN=C=NCC. The catalyst is O.CN(C)C=O.C(O)C.O1CCCC1. The product is [CH3:1][N:2]([S:23]([C:26]1[CH:27]=[N:28][CH:29]=[CH:30][CH:31]=1)(=[O:24])=[O:25])[C:3]1[CH:4]=[CH:5][CH:6]=[C:7]2[C:11]=1[NH:10][C:9]([C:12]1[S:13][CH:14]([CH2:17][C:18]([NH2:49])=[O:19])[CH2:15][N:16]=1)=[CH:8]2. The yield is 0.420. (2) The reactants are [CH:1]1([C:5]2[CH:10]=[CH:9][C:8]([C:11]3[N:12]=[CH:13][C:14]([NH2:17])=[N:15][CH:16]=3)=[C:7]([F:18])[C:6]=2[O:19][CH2:20][CH:21]2[CH2:23][O:22]2)[CH2:4][CH2:3][CH2:2]1.C([O-])([O-])=O.[Cs+].[Cs+].[NH:30]1[CH:35]=[CH:34][CH:33]=[CH:32][C:31]1=[O:36]. The catalyst is CN(C=O)C. The product is [NH2:17][C:14]1[N:15]=[CH:16][C:11]([C:8]2[C:7]([F:18])=[C:6]([C:5]([CH:1]3[CH2:4][CH2:3][CH2:2]3)=[CH:10][CH:9]=2)[O:19][CH2:20][CH:21]([OH:22])[CH2:23][N:30]2[CH:35]=[CH:34][CH:33]=[CH:32][C:31]2=[O:36])=[N:12][CH:13]=1. The yield is 0.850. (3) The reactants are [OH:1][C@H:2]1[CH2:6][N:5]([C:7]([O:9][C:10]([CH3:13])([CH3:12])[CH3:11])=[O:8])[C@H:4]([CH2:14][OH:15])[CH2:3]1.CCN(CC)CC.[CH3:23][C:24]([Si:27](Cl)([CH3:29])[CH3:28])([CH3:26])[CH3:25]. The catalyst is ClCCl.CN(C1C=CN=CC=1)C. The product is [Si:27]([O:15][CH2:14][C@@H:4]1[CH2:3][C@@H:2]([OH:1])[CH2:6][N:5]1[C:7]([O:9][C:10]([CH3:11])([CH3:12])[CH3:13])=[O:8])([C:24]([CH3:26])([CH3:25])[CH3:23])([CH3:29])[CH3:28]. The yield is 0.950. (4) The product is [Br:1][C:2]1([CH2:11][C:14]([OH:16])=[O:15])[CH:7]=[CH:6][CH:5]=[CH:4][CH:3]1[N+:8]([O-:10])=[O:9]. The catalyst is C1COCC1.CCO. The yield is 0.260. The reactants are [Br:1][C:2]1([CH3:11])[CH:7]=[CH:6][CH:5]=[CH:4][CH:3]1[N+:8]([O-:10])=[O:9].ClC[C:14]([O:16]CC)=[O:15].CC([O-])(C)C.[K+].[OH-].[Na+]. (5) The reactants are [CH:1]1[C:10]2[C:5](=[CH:6][CH:7]=[CH:8][CH:9]=2)[CH:4]=[CH:3][C:2]=1[C:11]([NH:13][C:14]1[CH:19]=[CH:18][C:17]([CH:20]=[CH:21][C:22]([OH:24])=O)=[CH:16][CH:15]=1)=[O:12].C(Cl)Cl.Cl.[NH2:29][OH:30]. The catalyst is CN(C)C=O.O1CCCC1. The product is [OH:30][NH:29][C:22]([CH:21]=[CH:20][C:17]1[CH:18]=[CH:19][C:14]([NH:13][C:11]([C:2]2[CH:3]=[CH:4][C:5]3[C:10](=[CH:9][CH:8]=[CH:7][CH:6]=3)[CH:1]=2)=[O:12])=[CH:15][CH:16]=1)=[O:24]. The yield is 0.450. (6) The reactants are C(C1SC2[C:11]3[S:14][C:15]4[C:19](CCCCCCCCCCCCCCCCC)=[C:18]([C:37]([O:39]CC)=[O:38])[S:17][C:16]=4[C:10]=3SC=2C=1CCCCCCCCCCCCCCCCC)(OCC)=O.[Li+].[OH-:60].C1[CH2:65][O:64]CC1. The catalyst is [Br-].C([N+](CCCC)(CCCC)CCCC)CCC.CO. The product is [S:17]1[C:16]2[C:10]([C:65]([OH:64])=[O:60])=[CH:11][S:14][C:15]=2[CH:19]=[C:18]1[C:37]([OH:39])=[O:38]. The yield is 0.960.